Dataset: Forward reaction prediction with 1.9M reactions from USPTO patents (1976-2016). Task: Predict the product of the given reaction. Given the reactants [C:1]([C:5]1[NH:23][C:8]2=[C:9]([C:21]#[N:22])[C:10]([CH3:20])=[C:11]([C:14]3[CH:19]=[CH:18][CH:17]=[CH:16][CH:15]=3)[C:12](=O)[N:7]2[N:6]=1)([CH3:4])([CH3:3])[CH3:2].P(Cl)(Cl)([Cl:26])=O, predict the reaction product. The product is: [C:1]([C:5]1[N:23]=[C:8]2[C:9]([C:21]#[N:22])=[C:10]([CH3:20])[C:11]([C:14]3[CH:19]=[CH:18][CH:17]=[CH:16][CH:15]=3)=[C:12]([Cl:26])[N:7]2[N:6]=1)([CH3:4])([CH3:3])[CH3:2].